This data is from Full USPTO retrosynthesis dataset with 1.9M reactions from patents (1976-2016). The task is: Predict the reactants needed to synthesize the given product. (1) The reactants are: Cl[C:2]1[N:7]=[CH:6][C:5]([C:8]2[O:9][C:10]([CH3:20])=[C:11]([C:13]([NH:15][CH2:16][CH2:17][CH2:18][OH:19])=[O:14])[N:12]=2)=[C:4]([NH:21][CH:22]([CH3:24])[CH3:23])[CH:3]=1.[N:25]1[S:26][N:27]=[C:28]2[CH:33]=[C:32]([NH2:34])[CH:31]=[CH:30][C:29]=12.C([O-])([O-])=O.[Na+].[Na+].CC1(C)C2C(=C(P(C3C=CC=CC=3)C3C=CC=CC=3)C=CC=2)OC2C(P(C3C=CC=CC=3)C3C=CC=CC=3)=CC=CC1=2. Given the product [N:25]1[S:26][N:27]=[C:28]2[CH:33]=[C:32]([NH:34][C:2]3[N:7]=[CH:6][C:5]([C:8]4[O:9][C:10]([CH3:20])=[C:11]([C:13]([NH:15][CH2:16][CH2:17][CH2:18][OH:19])=[O:14])[N:12]=4)=[C:4]([NH:21][CH:22]([CH3:24])[CH3:23])[CH:3]=3)[CH:31]=[CH:30][C:29]=12, predict the reactants needed to synthesize it. (2) The reactants are: OC[CH2:3][C:4]1[CH:9]=[CH:8][C:7]([O:10][C:11](=[O:20])[N:12]([CH3:19])[C:13]2[CH:18]=[CH:17][CH:16]=[CH:15][CH:14]=2)=[CH:6][CH:5]=1.[OH:21][C:22]1[CH:27]=[CH:26][CH:25]=[CH:24][N:23]=1.N1C=CC=CC=1OCCC1C=CC(OC(=O)N(C)C2C=CC=CC=2)=CC=1. Given the product [O:21]=[C:22]1[CH:27]=[CH:26][CH:25]=[CH:24][N:23]1[CH2:3][C:4]1[CH:5]=[CH:6][C:7]([O:10][C:11](=[O:20])[N:12]([CH3:19])[C:13]2[CH:14]=[CH:15][CH:16]=[CH:17][CH:18]=2)=[CH:8][CH:9]=1, predict the reactants needed to synthesize it. (3) The reactants are: [C:1]([NH:4][C:5]1[CH:14]=[CH:13][C:12]2[C:7](=[CH:8][CH:9]=[C:10]([CH2:15]Br)[CH:11]=2)[N:6]=1)(=[O:3])[CH3:2].[C-:17]#[N:18].[Na+]. Given the product [C:1]([NH:4][C:5]1[CH:14]=[CH:13][C:12]2[C:7](=[CH:8][CH:9]=[C:10]([CH2:15][C:17]#[N:18])[CH:11]=2)[N:6]=1)(=[O:3])[CH3:2], predict the reactants needed to synthesize it. (4) Given the product [Cl:25][C:19]1[CH:20]=[C:21]([Cl:24])[CH:22]=[CH:23][C:18]=1[CH2:17][NH:16][C:15]([N:13]1[CH2:14][C:10]2([CH2:11][NH:8][CH2:9]2)[CH2:12]1)=[O:26], predict the reactants needed to synthesize it. The reactants are: C(OC([N:8]1[CH2:11][C:10]2([CH2:14][N:13]([C:15](=[O:26])[NH:16][CH2:17][C:18]3[CH:23]=[CH:22][C:21]([Cl:24])=[CH:20][C:19]=3[Cl:25])[CH2:12]2)[CH2:9]1)=O)(C)(C)C.FC(F)(F)C(O)=O.